This data is from Full USPTO retrosynthesis dataset with 1.9M reactions from patents (1976-2016). The task is: Predict the reactants needed to synthesize the given product. (1) Given the product [CH3:1][C:2]1[CH:6]=[CH:5][S:4][C:3]=1[C@@H:7]1[C@@H:8]([C:20]([O:22][CH2:23][CH3:24])=[O:21])[CH2:9][CH2:10][N:11]([C:13]([O:15][C:16]([CH3:17])([CH3:19])[CH3:18])=[O:14])[CH2:12]1, predict the reactants needed to synthesize it. The reactants are: [CH3:1][C:2]1[CH:6]=[CH:5][S:4][C:3]=1[C:7]1[CH2:12][N:11]([C:13]([O:15][C:16]([CH3:19])([CH3:18])[CH3:17])=[O:14])[CH2:10][CH2:9][C:8]=1[C:20]([O:22][CH2:23][CH3:24])=[O:21].[Mg].[Cl-].[NH4+]. (2) Given the product [CH3:15][O:14][C:13]1[CH:9]([CH2:25][CH2:24][CH2:23][N:17]2[CH2:22][CH2:21][O:20][CH2:19][CH2:18]2)[O:10][C:11](=[O:16])[CH:12]=1, predict the reactants needed to synthesize it. The reactants are: [Li+].CC([N-]C(C)C)C.[CH3:9][O:10][C:11](=[O:16])/[CH:12]=[CH:13]/[O:14][CH3:15].[N:17]1([CH2:23][CH2:24][CH2:25]C=O)[CH2:22][CH2:21][O:20][CH2:19][CH2:18]1.Cl. (3) Given the product [F:32][C:2]1([F:1])[CH2:7][CH2:6][N:5]([C:8]([C:10]2[N:11]([CH2:40][C:41]([F:44])([F:43])[F:42])[C:12]3[C:17]([CH:18]=2)=[CH:16][C:15]([C:19]([N:21]2[CH2:22][CH2:23][CH:24]([N:27]4[CH2:31][CH2:30][CH2:29][CH2:28]4)[CH2:25][CH2:26]2)=[O:20])=[CH:14][CH:13]=3)=[O:9])[CH2:4][CH2:3]1, predict the reactants needed to synthesize it. The reactants are: [F:1][C:2]1([F:32])[CH2:7][CH2:6][N:5]([C:8]([C:10]2[NH:11][C:12]3[C:17]([CH:18]=2)=[CH:16][C:15]([C:19]([N:21]2[CH2:26][CH2:25][CH:24]([N:27]4[CH2:31][CH2:30][CH2:29][CH2:28]4)[CH2:23][CH2:22]2)=[O:20])=[CH:14][CH:13]=3)=[O:9])[CH2:4][CH2:3]1.[H-].[Na+].CS(O[CH2:40][C:41]([F:44])([F:43])[F:42])(=O)=O. (4) Given the product [Cl:29][C:30]1[C:39]2[C:34](=[CH:35][CH:36]=[CH:37][CH:38]=2)[CH:33]=[N:32][C:31]=1[CH2:40][C:22]1[C:21]2[C:25](=[CH:26][CH:27]=[C:19]([C:17]([O:16][CH3:15])=[O:18])[CH:20]=2)[NH:24][C:23]=1[CH3:28], predict the reactants needed to synthesize it. The reactants are: C(O)(=O)[C@@H]([C@H](C(O)=O)O)O.[OH-].[Na+].[I-].[Na+].[CH3:15][O:16][C:17]([C:19]1[CH:20]=[C:21]2[C:25](=[CH:26][CH:27]=1)[NH:24][C:23]([CH3:28])=[CH:22]2)=[O:18].[Cl:29][C:30]1[C:39]2[C:34](=[CH:35][CH:36]=[CH:37][CH:38]=2)[CH:33]=[N:32][C:31]=1[CH2:40]Cl. (5) Given the product [OH:4][C:5]1[CH:10]=[C:9]([OH:11])[CH:8]=[CH:7][C:6]=1[C:15]1[CH2:20][CH2:19][CH2:18][C:17](=[O:21])[CH:16]=1, predict the reactants needed to synthesize it. The reactants are: COC[O:4][C:5]1[CH:10]=[C:9]([O:11]COC)[CH:8]=[CH:7][C:6]=1[C:15]1[CH2:20][CH2:19][CH2:18][C:17](=[O:21])[CH:16]=1.